Task: Predict which catalyst facilitates the given reaction.. Dataset: Catalyst prediction with 721,799 reactions and 888 catalyst types from USPTO (1) Reactant: [Li+].[OH-].[F:3][C:4]([F:33])([F:32])[C:5]1[N:10]=[CH:9][C:8]([NH:11][C:12](=[O:31])[NH:13][C@@H:14]2[CH2:19][CH2:18][N:17]([C:20]([O:22][C:23]([CH3:26])([CH3:25])[CH3:24])=[O:21])[C@@H:16]([C:27]([O:29]C)=[O:28])[CH2:15]2)=[CH:7][CH:6]=1.Cl. The catalyst class is: 87. Product: [C:23]([O:22][C:20]([N:17]1[CH2:18][CH2:19][C@@H:14]([NH:13][C:12]([NH:11][C:8]2[CH:9]=[N:10][C:5]([C:4]([F:32])([F:33])[F:3])=[CH:6][CH:7]=2)=[O:31])[CH2:15][C@@H:16]1[C:27]([OH:29])=[O:28])=[O:21])([CH3:26])([CH3:24])[CH3:25]. (2) The catalyst class is: 138. Reactant: [N:1]1([C:7]2[CH:12]=[CH:11][C:10]([N:13]3[C:17](=[O:18])[CH2:16][CH:15]([CH2:19][N:20]4C(=O)C5C(=CC=CC=5)C4=O)[CH2:14]3)=[CH:9][CH:8]=2)[CH2:6][CH2:5][O:4][CH2:3][CH2:2]1.O.NN. Product: [NH2:20][CH2:19][CH:15]1[CH2:14][N:13]([C:10]2[CH:9]=[CH:8][C:7]([N:1]3[CH2:6][CH2:5][O:4][CH2:3][CH2:2]3)=[CH:12][CH:11]=2)[C:17](=[O:18])[CH2:16]1. (3) Reactant: [CH3:1][C:2]1[CH:3]=[C:4]([NH:8]/[C:9](/[CH3:16])=[CH:10]/[C:11]([O:13][CH2:14][CH3:15])=[O:12])[CH:5]=[CH:6][CH:7]=1.[CH:17]([C:19]1[CH:26]=[CH:25][C:22]([C:23]#[N:24])=[CH:21][CH:20]=1)=O.[C:27]([CH2:29][C:30]([O:32][CH2:33][CH3:34])=[O:31])#[N:28].N1CCCCC1. Product: [NH2:28][C:27]1[N:8]([C:4]2[CH:5]=[CH:6][CH:7]=[C:2]([CH3:1])[CH:3]=2)[C:9]([CH3:16])=[C:10]([C:11]([O:13][CH2:14][CH3:15])=[O:12])[CH:17]([C:19]2[CH:26]=[CH:25][C:22]([C:23]#[N:24])=[CH:21][CH:20]=2)[C:29]=1[C:30]([O:32][CH2:33][CH3:34])=[O:31]. The catalyst class is: 8. (4) Reactant: C(OC(=O)[NH:7][C:8]1[CH:13]=[C:12]([O:14][CH2:15][C:16]([F:19])([F:18])[F:17])[C:11]([C:20]([F:23])([F:22])[F:21])=[CH:10][C:9]=1[NH:24][C:25](=[O:43])[CH2:26][C:27]([C:29]1[CH:34]=[CH:33][CH:32]=[C:31]([C:35]2[CH:40]=[CH:39][N:38]=[C:37]([CH3:41])[C:36]=2[CH3:42])[CH:30]=1)=O)(C)(C)C.C(O)(C(F)(F)F)=O. Product: [CH3:41][C:37]1[C:36]([CH3:42])=[C:35]([C:31]2[CH:30]=[C:29]([C:27]3[CH2:26][C:25](=[O:43])[NH:24][C:9]4[CH:10]=[C:11]([C:20]([F:21])([F:23])[F:22])[C:12]([O:14][CH2:15][C:16]([F:18])([F:19])[F:17])=[CH:13][C:8]=4[N:7]=3)[CH:34]=[CH:33][CH:32]=2)[CH:40]=[CH:39][N:38]=1. The catalyst class is: 2. (5) Reactant: [CH3:1][N:2]1[C:10]2[C:5](=[C:6]([CH3:11])[CH:7]=[CH:8][CH:9]=2)[C:4]([CH2:12][N:13]2[C:17]3[CH:18]=[CH:19][CH:20]=[CH:21][C:16]=3[N:15]([C:22]3[CH2:26][CH2:25][CH2:24][C:23]=3[C:27]([OH:29])=[O:28])[C:14]2=[O:30])=[CH:3]1. Product: [CH3:1][N:2]1[C:10]2[C:5](=[C:6]([CH3:11])[CH:7]=[CH:8][CH:9]=2)[C:4]([CH2:12][N:13]2[C:17]3[CH:18]=[CH:19][CH:20]=[CH:21][C:16]=3[N:15]([CH:22]3[CH2:26][CH2:25][CH2:24][CH:23]3[C:27]([OH:29])=[O:28])[C:14]2=[O:30])=[CH:3]1. The catalyst class is: 19. (6) Reactant: [CH:1]([C:4]1[CH:5]=[CH:6][C:7]([N+:11]([O-:13])=O)=[C:8]([CH:10]=1)[NH2:9])([CH3:3])[CH3:2].[N:14]#[C:15][NH2:16].[CH]Cl.[OH-].[Na+]. Product: [CH:1]([C:4]1[CH:5]=[CH:6][C:7]2[N+:11]([O-:13])=[N:14][C:15]([NH2:16])=[N:9][C:8]=2[CH:10]=1)([CH3:3])[CH3:2]. The catalyst class is: 6. (7) Reactant: [CH2:1]1[O:9][CH:2]1[C:3]1[CH:8]=[CH:7][CH:6]=[CH:5][CH:4]=1.[C:10]1([SH:16])[CH:15]=[CH:14][CH:13]=[CH:12][CH:11]=1.[O-]S(C(F)(F)F)(=O)=O.[Ga+3].[O-]S(C(F)(F)F)(=O)=O.[O-]S(C(F)(F)F)(=O)=O. Product: [C:3]1([CH:2]([S:16][C:10]2[CH:15]=[CH:14][CH:13]=[CH:12][CH:11]=2)[CH2:1][OH:9])[CH:8]=[CH:7][CH:6]=[CH:5][CH:4]=1. The catalyst class is: 6. (8) Reactant: Br[CH2:2][C:3]1[C:12]2[C:7](=[CH:8][CH:9]=[CH:10][CH:11]=2)[C:6]([C:13]([NH:15][C:16]2[C:17]([C:22]([NH:24][CH2:25][CH:26]3[CH2:31][CH2:30][CH2:29][CH2:28][N:27]3[C:32]([O:34][C:35]([CH3:38])([CH3:37])[CH3:36])=[O:33])=[O:23])=[N:18][CH:19]=[CH:20][CH:21]=2)=[O:14])=[CH:5][CH:4]=1.[CH3:39][O-:40].[Na+]. Product: [CH3:39][O:40][CH2:2][C:3]1[C:12]2[C:7](=[CH:8][CH:9]=[CH:10][CH:11]=2)[C:6]([C:13]([NH:15][C:16]2[C:17]([C:22]([NH:24][CH2:25][CH:26]3[CH2:31][CH2:30][CH2:29][CH2:28][N:27]3[C:32]([O:34][C:35]([CH3:38])([CH3:37])[CH3:36])=[O:33])=[O:23])=[N:18][CH:19]=[CH:20][CH:21]=2)=[O:14])=[CH:5][CH:4]=1. The catalyst class is: 5. (9) The catalyst class is: 8. Reactant: [C:1]([C:5]1[CH:10]=[CH:9][C:8]([N:11]2[C:15](=[O:16])[C:14]([CH3:18])([CH3:17])[N:13]([CH2:19][C:20]3[CH:25]=[CH:24][N+:23]([O-:26])=[C:22]([NH:27][C:28](=O)C)[CH:21]=3)[C:12]2=[O:31])=[CH:7][CH:6]=1)([CH3:4])([CH3:3])[CH3:2].C(=O)([O-])O.[Na+].C(Cl)(Cl)=[S:38]. Product: [C:1]([C:5]1[CH:6]=[CH:7][C:8]([N:11]2[C:15](=[O:16])[C:14]([CH3:18])([CH3:17])[N:13]([CH2:19][C:20]3[CH:25]=[CH:24][N:23]4[O:26][C:28](=[S:38])[N:27]=[C:22]4[CH:21]=3)[C:12]2=[O:31])=[CH:9][CH:10]=1)([CH3:2])([CH3:4])[CH3:3].